From a dataset of NCI-60 drug combinations with 297,098 pairs across 59 cell lines. Regression. Given two drug SMILES strings and cell line genomic features, predict the synergy score measuring deviation from expected non-interaction effect. (1) Drug 1: CN(C(=O)NC(C=O)C(C(C(CO)O)O)O)N=O. Drug 2: C(CCl)NC(=O)N(CCCl)N=O. Cell line: HL-60(TB). Synergy scores: CSS=70.7, Synergy_ZIP=1.75, Synergy_Bliss=1.01, Synergy_Loewe=-7.32, Synergy_HSA=1.64. (2) Drug 1: C#CCC(CC1=CN=C2C(=N1)C(=NC(=N2)N)N)C3=CC=C(C=C3)C(=O)NC(CCC(=O)O)C(=O)O. Drug 2: COCCOC1=C(C=C2C(=C1)C(=NC=N2)NC3=CC=CC(=C3)C#C)OCCOC.Cl. Cell line: MDA-MB-435. Synergy scores: CSS=-10.5, Synergy_ZIP=4.78, Synergy_Bliss=0.467, Synergy_Loewe=-6.40, Synergy_HSA=-5.81.